The task is: Predict the product of the given reaction.. This data is from Forward reaction prediction with 1.9M reactions from USPTO patents (1976-2016). Given the reactants [CH2:31]([N:21](CCC[N:21]([CH2:31][C:32]1[CH:37]=CC=C[CH:33]=1)[C:22]([O:24][CH2:25][C:26]1[S:30][CH:29]=[N:28][CH:27]=1)=[O:23])[C:22](=[O:23])[O:24][CH2:25][C:26]1[S:30][CH:29]=[N:28][CH:27]=1)[C:32]1[CH:37]=CC=C[CH:33]=1.[C:38]([NH:45]CCCN)([O:40][C:41](C)(C)[CH3:42])=[O:39].[CH:50](N(C(C)C)CC)(C)C, predict the reaction product. The product is: [C:38](=[O:39])([O:40][CH2:41][CH2:42][CH:31]([C:32]([CH3:33])([CH3:37])[CH3:50])[NH:21][C:22]([O:24][CH2:25][C:26]1[S:30][CH:29]=[N:28][CH:27]=1)=[O:23])[NH2:45].